Dataset: HIV replication inhibition screening data with 41,000+ compounds from the AIDS Antiviral Screen. Task: Binary Classification. Given a drug SMILES string, predict its activity (active/inactive) in a high-throughput screening assay against a specified biological target. (1) The molecule is O=C1C(=Cc2cccc(Oc3ccccc3)c2)S(=O)(=O)C(c2ccccc2)N1c1ccc(Cl)cc1. The result is 0 (inactive). (2) The drug is CCN(CC)C(=O)Cn1c2ccccc2[n+]2cc(N)ccc12.[Br-]. The result is 0 (inactive). (3) The molecule is Cc1ccc(Cc2n[nH]c(=O)n2N2C(=O)c3ccccc3C2=O)cc1. The result is 0 (inactive). (4) The drug is COC(=O)CN1CCN(c2cccc3c2CCCC3)CC1. The result is 0 (inactive).